From a dataset of Full USPTO retrosynthesis dataset with 1.9M reactions from patents (1976-2016). Predict the reactants needed to synthesize the given product. (1) Given the product [CH3:33][N:9]([C:6]1[CH:5]=[CH:4][C:3]([C:2]([F:1])([F:31])[F:32])=[CH:8][CH:7]=1)[C:10]([N:12]1[CH2:13][CH2:14][N:15]([CH2:18][C@:19]2([CH3:30])[O:23][C:22]3=[N:24][C:25]([N+:27]([O-:29])=[O:28])=[CH:26][N:21]3[CH2:20]2)[CH2:16][CH2:17]1)=[O:11], predict the reactants needed to synthesize it. The reactants are: [F:1][C:2]([F:32])([F:31])[C:3]1[CH:8]=[CH:7][C:6]([NH:9][C:10]([N:12]2[CH2:17][CH2:16][N:15]([CH2:18][C@:19]3([CH3:30])[O:23][C:22]4=[N:24][C:25]([N+:27]([O-:29])=[O:28])=[CH:26][N:21]4[CH2:20]3)[CH2:14][CH2:13]2)=[O:11])=[CH:5][CH:4]=1.[CH3:33]N(C=O)C.[H-].[Na+].CI. (2) Given the product [C:18]([O:17][C:14]1[CH:15]=[CH:16][C:11]([CH:10]=[CH2:9])=[CH:12][CH:13]=1)(=[O:20])[CH3:19], predict the reactants needed to synthesize it. The reactants are: CC1C=C(/[CH:9]=[CH:10]/[C:11]2[CH:16]=[CH:15][C:14]([O:17][C:18](=[O:20])[CH3:19])=[CH:13][CH:12]=2)C=C(C)C=1.CC1C=C(C=C(C)C=1)C(O)=O.S(Cl)(Cl)=O. (3) Given the product [Cl:21][CH2:20][CH2:19][CH2:18][O:1][C:2]1[CH:7]=[CH:6][C:5]([CH2:8][CH2:9][OH:10])=[CH:4][CH:3]=1, predict the reactants needed to synthesize it. The reactants are: [OH:1][C:2]1[CH:7]=[CH:6][C:5]([CH2:8][CH2:9][OH:10])=[CH:4][CH:3]=1.C(=O)([O-])[O-].[K+].[K+].Br[CH2:18][CH2:19][CH2:20][Cl:21]. (4) Given the product [C:5]12([C:3](=[O:4])[CH2:2][S:22][C:20]3[CH:19]=[CH:18][CH:17]=[C:16]([CH3:15])[N:21]=3)[CH2:14][CH:9]3[CH2:10][CH:11]([CH2:13][CH:7]([CH2:8]3)[CH2:6]1)[CH2:12]2, predict the reactants needed to synthesize it. The reactants are: Br[CH2:2][C:3]([C:5]12[CH2:14][CH:9]3[CH2:10][CH:11]([CH2:13][CH:7]([CH2:8]3)[CH2:6]1)[CH2:12]2)=[O:4].[CH3:15][C:16]1[N:21]=[C:20]([SH:22])[CH:19]=[CH:18][CH:17]=1.C(N(CC)CC)C. (5) Given the product [F:1][C:2]1[CH:7]=[C:6]([C:8]2[C:13]([F:14])=[CH:12][C:11]([CH2:15][C:16]([NH:31][C:28]3[CH:27]=[CH:26][C:25]([C:20]4[CH:21]=[N:22][CH:23]=[CH:24][N:19]=4)=[CH:30][N:29]=3)=[O:18])=[CH:10][N:9]=2)[CH:5]=[CH:4][N:3]=1, predict the reactants needed to synthesize it. The reactants are: [F:1][C:2]1[CH:7]=[C:6]([C:8]2[C:13]([F:14])=[CH:12][C:11]([CH2:15][C:16]([OH:18])=O)=[CH:10][N:9]=2)[CH:5]=[CH:4][N:3]=1.[N:19]1[CH:24]=[CH:23][N:22]=[CH:21][C:20]=1[C:25]1[CH:26]=[CH:27][C:28]([NH2:31])=[N:29][CH:30]=1.C1(N=C=NC2CCCCC2)CCCCC1.